This data is from Forward reaction prediction with 1.9M reactions from USPTO patents (1976-2016). The task is: Predict the product of the given reaction. (1) Given the reactants [F:1][C:2]([F:19])([C:7]1[CH:8]=[C:9]([C:13]([NH:15]C(=O)C)=[CH2:14])[CH:10]=[CH:11][CH:12]=1)[C:3]([F:6])([F:5])[F:4], predict the reaction product. The product is: [F:1][C:2]([F:19])([C:7]1[CH:8]=[C:9]([CH:13]([NH2:15])[CH3:14])[CH:10]=[CH:11][CH:12]=1)[C:3]([F:4])([F:6])[F:5]. (2) Given the reactants FC(F)(F)S(O[C:7]1[CH:12]=[CH:11][C:10]([S:13][CH:14]2[CH2:20][CH:19]3[N:21]([CH3:22])[CH:16]([CH2:17][CH2:18]3)[CH2:15]2)=[CH:9][CH:8]=1)(=O)=O.[C:25]1(B(O)O)[CH:30]=[CH:29][CH:28]=[CH:27][CH:26]=1.C(N(CC)CC)C, predict the reaction product. The product is: [CH3:22][N:21]1[CH:19]2[CH2:18][CH2:17][CH:16]1[CH2:15][CH:14]([S:13][C:10]1[CH:11]=[CH:12][C:7]([C:25]3[CH:30]=[CH:29][CH:28]=[CH:27][CH:26]=3)=[CH:8][CH:9]=1)[CH2:20]2. (3) Given the reactants [CH3:1][O:2][C:3]1[CH:4]=[C:5]([CH:17]=[CH:18][C:19]=1[O:20][CH3:21])[C:6]([C:8]1[CH:13]=[CH:12][CH:11]=[C:10]([N+]([O-])=O)[CH:9]=1)=[O:7].C1(OC)C(=CC=CC=1)OC.[Cl-].[Al+3].[Cl-].[Cl-].[N+:36](C1C=CC(C(Cl)=O)=CC=1)([O-:38])=[O:37], predict the reaction product. The product is: [CH3:1][O:2][C:3]1[CH:4]=[C:5]([CH:17]=[CH:18][C:19]=1[O:20][CH3:21])[C:6]([C:8]1[CH:9]=[CH:10][C:11]([N+:36]([O-:38])=[O:37])=[CH:12][CH:13]=1)=[O:7].